Task: Regression. Given two drug SMILES strings and cell line genomic features, predict the synergy score measuring deviation from expected non-interaction effect.. Dataset: NCI-60 drug combinations with 297,098 pairs across 59 cell lines (1) Drug 1: CC12CCC(CC1=CCC3C2CCC4(C3CC=C4C5=CN=CC=C5)C)O. Drug 2: CC12CCC3C(C1CCC2=O)CC(=C)C4=CC(=O)C=CC34C. Cell line: M14. Synergy scores: CSS=21.1, Synergy_ZIP=0.403, Synergy_Bliss=2.58, Synergy_Loewe=-5.22, Synergy_HSA=2.42. (2) Cell line: SF-539. Drug 2: C1=CC=C(C(=C1)C(C2=CC=C(C=C2)Cl)C(Cl)Cl)Cl. Synergy scores: CSS=9.75, Synergy_ZIP=-4.71, Synergy_Bliss=-5.36, Synergy_Loewe=-68.9, Synergy_HSA=-4.06. Drug 1: CCC1(CC2CC(C3=C(CCN(C2)C1)C4=CC=CC=C4N3)(C5=C(C=C6C(=C5)C78CCN9C7C(C=CC9)(C(C(C8N6C)(C(=O)OC)O)OC(=O)C)CC)OC)C(=O)OC)O.OS(=O)(=O)O. (3) Drug 1: CCC1=C2CN3C(=CC4=C(C3=O)COC(=O)C4(CC)O)C2=NC5=C1C=C(C=C5)O. Drug 2: C1CN1C2=NC(=NC(=N2)N3CC3)N4CC4. Cell line: HCT-15. Synergy scores: CSS=49.6, Synergy_ZIP=-10.0, Synergy_Bliss=-2.47, Synergy_Loewe=-18.4, Synergy_HSA=1.47. (4) Drug 1: CC1=C(C=C(C=C1)NC2=NC=CC(=N2)N(C)C3=CC4=NN(C(=C4C=C3)C)C)S(=O)(=O)N.Cl. Drug 2: C1=CC=C(C=C1)NC(=O)CCCCCCC(=O)NO. Cell line: 786-0. Synergy scores: CSS=4.51, Synergy_ZIP=-2.05, Synergy_Bliss=1.92, Synergy_Loewe=-1.33, Synergy_HSA=2.22.